Task: Predict the reaction yield, written as a fraction of the theoretical maximum amount of product (1.0 means a 100% yield; for example, 0.34 means a 34% yield).. Dataset: Reaction yield outcomes from USPTO patents with 853,638 reactions (1) The reactants are [OH:1][C:2]1[C:7]([O:8][CH3:9])=[CH:6][C:5]([C:10]2([C:14]#[N:15])[CH2:13][CH2:12][CH2:11]2)=[C:4]([N+:16]([O-:18])=[O:17])[CH:3]=1.C(=O)([O-])[O-].[K+].[K+].[Cl:25][CH2:26][CH2:27][CH2:28]I. The catalyst is CC#N. The product is [Cl:25][CH2:26][CH2:27][CH2:28][O:1][C:2]1[C:7]([O:8][CH3:9])=[CH:6][C:5]([C:10]2([C:14]#[N:15])[CH2:11][CH2:12][CH2:13]2)=[C:4]([N+:16]([O-:18])=[O:17])[CH:3]=1. The yield is 0.960. (2) The reactants are C(N(CC)C(C)C)(C)C.[CH2:10]([N:12]1[C:24]2[CH2:23][CH2:22][CH:21]([CH:25]3[CH2:30][CH2:29][O:28][CH2:27][CH2:26]3)[CH2:20][C:19]=2[C:18]2[C:13]1=[CH:14][CH:15]=[C:16]([C:31]([N:33]([CH2:35][CH2:36][CH2:37][C:38]([OH:40])=O)[CH3:34])=[O:32])[CH:17]=2)[CH3:11].Cl.[F:42][CH2:43][CH2:44][NH2:45].CN(C(ON1N=NC2C=CC=NC1=2)=[N+](C)C)C.F[P-](F)(F)(F)(F)F. The catalyst is CN(C=O)C. The product is [CH2:10]([N:12]1[C:24]2[CH2:23][CH2:22][CH:21]([CH:25]3[CH2:30][CH2:29][O:28][CH2:27][CH2:26]3)[CH2:20][C:19]=2[C:18]2[C:13]1=[CH:14][CH:15]=[C:16]([C:31]([N:33]([CH2:35][CH2:36][CH2:37][C:38]([NH:45][CH2:44][CH2:43][F:42])=[O:40])[CH3:34])=[O:32])[CH:17]=2)[CH3:11]. The yield is 0.700. (3) The reactants are [F:1][C:2]1[C:7]([N+:8]([O-])=O)=[CH:6][C:5]([N:11]2[CH2:20][C:19]3[C:14](=[N:15][C:16]([S:21][CH3:22])=[N:17][CH:18]=3)[N:13]([CH3:23])[C:12]2=[O:24])=[C:4]([CH3:25])[CH:3]=1.Cl. The catalyst is CCO.[Fe]. The product is [NH2:8][C:7]1[C:2]([F:1])=[CH:3][C:4]([CH3:25])=[C:5]([N:11]2[CH2:20][C:19]3[C:14](=[N:15][C:16]([S:21][CH3:22])=[N:17][CH:18]=3)[N:13]([CH3:23])[C:12]2=[O:24])[CH:6]=1. The yield is 0.670. (4) The reactants are [Si:1]([O:18][CH2:19][C:20]1[C:25](SC)=[CH:24][C:23]([NH:28][S:29]([CH3:32])(=[O:31])=[O:30])=[C:22]([I:33])[CH:21]=1)([C:14]([CH3:17])([CH3:16])[CH3:15])([C:8]1[CH:13]=[CH:12][CH:11]=[CH:10][CH:9]=1)[C:2]1[CH:7]=[CH:6][CH:5]=[CH:4][CH:3]=1.[CH:34]1C=C(Cl)C=C(C(OO)=O)C=1.C([O-])(O)=O.[Na+].[O-][S:51]([O-:54])(=S)=[O:52].[Na+].[Na+]. The catalyst is C(Cl)Cl. The product is [Si:1]([O:18][CH2:19][C:20]1[C:25]([S:51]([CH3:34])(=[O:54])=[O:52])=[CH:24][C:23]([NH:28][S:29]([CH3:32])(=[O:31])=[O:30])=[C:22]([I:33])[CH:21]=1)([C:14]([CH3:17])([CH3:15])[CH3:16])([C:2]1[CH:7]=[CH:6][CH:5]=[CH:4][CH:3]=1)[C:8]1[CH:13]=[CH:12][CH:11]=[CH:10][CH:9]=1. The yield is 0.800. (5) The reactants are [Br:1][C:2]1[CH:7]=[CH:6][C:5]([C:8](=[O:13])[C:9]([F:12])([F:11])[F:10])=[CH:4][CH:3]=1.[BH4-].[Na+].C(Cl)Cl. The catalyst is C1COCC1. The product is [Br:1][C:2]1[CH:7]=[CH:6][C:5]([CH:8]([OH:13])[C:9]([F:11])([F:12])[F:10])=[CH:4][CH:3]=1. The yield is 0.920.